Dataset: Catalyst prediction with 721,799 reactions and 888 catalyst types from USPTO. Task: Predict which catalyst facilitates the given reaction. (1) Product: [C:1]([O:5][C:6](=[O:7])[CH2:8][C@H:9]1[CH2:10][C@@H:11]([CH2:17][CH2:18][N:19]2[C:23]([CH:24]([CH3:25])[CH3:26])=[C:22]([NH:56][C:59]([O:68][CH2:61][C:62]3[CH:67]=[CH:66][CH:65]=[CH:64][CH:63]=3)=[O:44])[N:21]=[C:20]2[C:30]2[CH:35]=[CH:34][C:33]([F:36])=[CH:32][CH:31]=2)[O:12][C:13]([CH3:15])([CH3:16])[O:14]1)([CH3:3])([CH3:2])[CH3:4]. Reactant: [C:1]([O:5][C:6]([CH2:8][C@@H:9]1[O:14][C:13]([CH3:16])([CH3:15])[O:12][C@H:11]([CH2:17][CH2:18][N:19]2[C:23]([CH:24]([CH3:26])[CH3:25])=[C:22](C(O)=O)[N:21]=[C:20]2[C:30]2[CH:35]=[CH:34][C:33]([F:36])=[CH:32][CH:31]=2)[CH2:10]1)=[O:7])([CH3:4])([CH3:3])[CH3:2].C1(P(N=[N+]=[N-])(C2C=CC=CC=2)=[O:44])C=CC=CC=1.C([N:56]([CH2:59]C)CC)C.[CH2:61]([OH:68])[C:62]1[CH:67]=[CH:66][CH:65]=[CH:64][CH:63]=1. The catalyst class is: 11. (2) Reactant: [Br:1][C:2]1[N:6]([C@@H:7]2[O:24][CH2:23][C@@H:18]([O:19]C(=O)C)[C@@H:13]([O:14]C(=O)C)[C@H:8]2[O:9]C(=O)C)[C:5]2[CH:25]=[C:26]([Cl:30])[C:27]([Cl:29])=[CH:28][C:4]=2[N:3]=1.[Li+].[OH-]. Product: [Br:1][C:2]1[N:6]([C@@H:7]2[O:24][CH2:23][C@@H:18]([OH:19])[C@@H:13]([OH:14])[C@H:8]2[OH:9])[C:5]2[CH:25]=[C:26]([Cl:30])[C:27]([Cl:29])=[CH:28][C:4]=2[N:3]=1. The catalyst class is: 12. (3) Reactant: [N:1]([C@@H:4]1[CH2:9][CH2:8][N:7]([C:10]([O:12][CH2:13][C:14]2[CH:19]=[CH:18][CH:17]=[CH:16][CH:15]=2)=[O:11])[CH2:6][C@H:5]1[NH:20][S:21]([CH3:24])(=[O:23])=[O:22])=[N+]=[N-].C1C=CC(P(C2C=CC=CC=2)C2C=CC=CC=2)=CC=1. Product: [NH2:1][C@@H:4]1[CH2:9][CH2:8][N:7]([C:10]([O:12][CH2:13][C:14]2[CH:19]=[CH:18][CH:17]=[CH:16][CH:15]=2)=[O:11])[CH2:6][C@H:5]1[NH:20][S:21]([CH3:24])(=[O:23])=[O:22]. The catalyst class is: 20. (4) Reactant: [CH:1]([C@H:4]1[N:9]([CH2:10][C:11]([F:14])([F:13])[F:12])[C:8]2[CH:15]=[CH:16][C:17]([N+:19]([O-])=O)=[CH:18][C:7]=2[O:6][CH2:5]1)([CH3:3])[CH3:2]. Product: [NH2:19][C:17]1[CH:16]=[CH:15][C:8]2[N:9]([CH2:10][C:11]([F:14])([F:13])[F:12])[C@H:4]([CH:1]([CH3:3])[CH3:2])[CH2:5][O:6][C:7]=2[CH:18]=1. The catalyst class is: 99. (5) Reactant: [C:1]([C:5]1[CH:9]=[C:8]([NH:10][C:11]2[C:12]([C:17]#[N:18])=[N:13][CH:14]=[CH:15][CH:16]=2)[N:7]([CH3:19])[N:6]=1)([CH3:4])([CH3:3])[CH3:2].[OH-:20].[K+]. Product: [C:1]([C:5]1[CH:9]=[C:8]([NH:10][C:11]2[C:12]([C:17]([NH2:18])=[O:20])=[N:13][CH:14]=[CH:15][CH:16]=2)[N:7]([CH3:19])[N:6]=1)([CH3:4])([CH3:2])[CH3:3]. The catalyst class is: 5. (6) Reactant: [I:1][CH3:2].[CH2:3]([N:5]1[CH2:10][CH2:9][C:8](=[O:11])[CH2:7][CH2:6]1)[CH3:4]. The catalyst class is: 21. Product: [I-:1].[CH2:3]([N+:5]1([CH3:2])[CH2:10][CH2:9][C:8](=[O:11])[CH2:7][CH2:6]1)[CH3:4]. (7) Reactant: [Cl:1][C:2]1[CH:3]=[C:4]([C:9](=[O:11])[CH3:10])[CH:5]=[CH:6][C:7]=1[F:8].[C:12](OCC)(=[O:18])[C:13]([O:15][CH2:16][CH3:17])=[O:14].C(O[Na])(C)(C)C. Product: [CH2:16]([O:15][C:13](=[O:14])[C:12](=[O:18])[CH2:10][C:9]([C:4]1[CH:5]=[CH:6][C:7]([F:8])=[C:2]([Cl:1])[CH:3]=1)=[O:11])[CH3:17]. The catalyst class is: 23. (8) Reactant: CCN(C(C)C)C(C)C.[CH3:10][O:11][C:12]1[CH:13]=[CH:14][CH:15]=[C:16]2[C:21]=1[O:20][C:19](=[O:22])[C:18]([C:23]([OH:25])=O)=[CH:17]2.CN(C(ON1N=NC2C=CC=NC1=2)=[N+](C)C)C.F[P-](F)(F)(F)(F)F.[N:50]1([C:56]2[CH:57]=[C:58]([NH2:62])[CH:59]=[CH:60][CH:61]=2)[CH2:55][CH2:54][O:53][CH2:52][CH2:51]1. Product: [N:50]1([C:56]2[CH:57]=[C:58]([NH:62][C:23]([C:18]3[C:19](=[O:22])[O:20][C:21]4[C:16]([CH:17]=3)=[CH:15][CH:14]=[CH:13][C:12]=4[O:11][CH3:10])=[O:25])[CH:59]=[CH:60][CH:61]=2)[CH2:51][CH2:52][O:53][CH2:54][CH2:55]1. The catalyst class is: 9.